From a dataset of Full USPTO retrosynthesis dataset with 1.9M reactions from patents (1976-2016). Predict the reactants needed to synthesize the given product. (1) Given the product [Cl:22][C:23]1[N:41]=[C:26]2[C:27]([NH:31][CH2:32][C:33]3[CH:38]=[CH:37][CH:36]=[CH:35][C:34]=3[O:39][CH3:40])=[CH:28][CH:29]=[CH:30][N:25]2[N:24]=1.[CH3:40][O:39][C:34]1[CH:35]=[CH:36][CH:37]=[CH:38][C:33]=1[CH2:32][NH:31][C:27]1[C:26]2[N:25]([N:24]=[C:23]([NH:55][C:52]3[CH:51]=[CH:50][C:49]([N:46]4[CH2:45][CH2:44][N:43]([CH3:42])[CH2:48][CH2:47]4)=[CH:54][CH:53]=3)[N:41]=2)[CH:30]=[CH:29][CH:28]=1, predict the reactants needed to synthesize it. The reactants are: BrC1C2N(N=C(Cl)N=2)C=CC=1.COC1C=CC=CC=1CN.[Cl:22][C:23]1[N:41]=[C:26]2[C:27]([NH:31][CH2:32][C:33]3[CH:38]=[CH:37][CH:36]=[CH:35][C:34]=3[O:39][CH3:40])=[CH:28][CH:29]=[CH:30][N:25]2[N:24]=1.[CH3:42][N:43]1[CH2:48][CH2:47][N:46]([C:49]2[CH:54]=[CH:53][C:52]([NH2:55])=[CH:51][CH:50]=2)[CH2:45][CH2:44]1. (2) Given the product [O:18]1[C:23]2[CH:24]=[CH:25][CH:26]=[C:27]([N:28]3[CH2:33][CH2:32][N:31]([C:2](=[O:1])[CH2:3][CH:4]([CH:5]4[NH:6][C:9](=[O:10])[CH2:8][CH2:7]4)[C:12]4[CH:17]=[CH:16][CH:15]=[CH:14][CH:13]=4)[CH2:30][CH2:29]3)[C:22]=2[O:21][CH2:20][CH2:19]1.[O:18]1[C:23]2[CH:24]=[CH:25][CH:26]=[C:27]([N:28]3[CH2:33][CH2:32][N:31]([C:9](=[O:11])[CH2:8][CH2:7][CH:5]4[NH:6][C:2](=[O:1])[CH2:3][CH:4]4[C:12]4[CH:17]=[CH:16][CH:15]=[CH:14][CH:13]=4)[CH2:30][CH2:29]3)[C:22]=2[O:21][CH2:20][CH2:19]1, predict the reactants needed to synthesize it. The reactants are: [O:1]=[C:2]1[NH:6][CH:5]([CH2:7][CH2:8][C:9]([OH:11])=[O:10])[CH:4]([C:12]2[CH:17]=[CH:16][CH:15]=[CH:14][CH:13]=2)[CH2:3]1.[O:18]1[C:23]2[CH:24]=[CH:25][CH:26]=[C:27]([N:28]3[CH2:33][CH2:32][NH:31][CH2:30][CH2:29]3)[C:22]=2[O:21][CH2:20][CH2:19]1.Cl.[OH-].[Na+]. (3) Given the product [CH3:17][C:18]1[CH:23]=[CH:22][C:21]([CH3:24])=[CH:20][C:19]=1[CH2:2][C:3]1[CH:8]=[CH:7][C:6]([C:9]2[CH:14]=[CH:13][C:12]([CH2:15][C:4]3[CH:5]=[C:6]([CH3:9])[CH:7]=[CH:8][C:3]=3[CH3:2])=[CH:11][CH:10]=2)=[CH:5][CH:4]=1, predict the reactants needed to synthesize it. The reactants are: Cl[CH2:2][C:3]1[CH:8]=[CH:7][C:6]([C:9]2[CH:14]=[CH:13][C:12]([CH2:15]Cl)=[CH:11][CH:10]=2)=[CH:5][CH:4]=1.[CH3:17][C:18]1[CH:19]=[CH:20][C:21]([CH3:24])=[CH:22][CH:23]=1. (4) Given the product [ClH:1].[N:20]1([C:18]2[N:17]=[CH:16][N:15]=[C:14]([N:11]3[C:10](=[O:26])[C:9]([C:5]4[CH:4]=[C:3]([C:27]#[N:28])[CH:8]=[N:7][CH:6]=4)=[CH:13][NH:12]3)[CH:19]=2)[CH2:25][CH2:24][O:23][CH2:22][CH2:21]1, predict the reactants needed to synthesize it. The reactants are: [ClH:1].Br[C:3]1[CH:4]=[C:5]([C:9]2[C:10](=[O:26])[N:11]([C:14]3[CH:19]=[C:18]([N:20]4[CH2:25][CH2:24][O:23][CH2:22][CH2:21]4)[N:17]=[CH:16][N:15]=3)[NH:12][CH:13]=2)[CH:6]=[N:7][CH:8]=1.[CH3:27][N:28](C=O)C. (5) The reactants are: Cl.[NH2:2][C:3]1[CH:8]=[C:7]([C:9]([F:12])([F:11])[F:10])[CH:6]=[CH:5][C:4]=1[SH:13].[CH3:14][S:15][C:16]1[CH:23]=[CH:22][CH:21]=[CH:20][C:17]=1[CH:18]=O.C(N(C(C)C)CC)(C)C.CS(C)=O. Given the product [CH3:14][S:15][C:16]1[CH:23]=[CH:22][CH:21]=[CH:20][C:17]=1[C:18]1[S:13][C:4]2[CH:5]=[CH:6][C:7]([C:9]([F:10])([F:11])[F:12])=[CH:8][C:3]=2[N:2]=1, predict the reactants needed to synthesize it. (6) Given the product [C:1]([O:5][C:6]([N:8]1[CH2:9][C:10](=[O:13])[C:11](=[CH:16][N:17]([CH3:19])[CH3:18])[CH2:12]1)=[O:7])([CH3:4])([CH3:2])[CH3:3], predict the reactants needed to synthesize it. The reactants are: [C:1]([O:5][C:6]([N:8]1[CH2:12][CH2:11][C:10](=[O:13])[CH2:9]1)=[O:7])([CH3:4])([CH3:3])[CH3:2].CO[CH:16](OC)[N:17]([CH3:19])[CH3:18].